This data is from Catalyst prediction with 721,799 reactions and 888 catalyst types from USPTO. The task is: Predict which catalyst facilitates the given reaction. (1) Reactant: [CH3:1][C:2]1[C:7]([C:8]([OH:10])=O)=[CH:6][CH:5]=[CH:4][N:3]=1.N1(O)C2C=CC=CC=2N=N1.C1(N=C=N)CCCCC1.[CH:30]1([N:34]2[CH2:40][CH2:39][C:38]3[S:41][C:42]([CH:44]4[CH2:49][CH2:48][NH:47][CH2:46][CH2:45]4)=[N:43][C:37]=3[CH2:36][CH2:35]2)[CH2:33][CH2:32][CH2:31]1. Product: [CH:30]1([N:34]2[CH2:40][CH2:39][C:38]3[S:41][C:42]([CH:44]4[CH2:49][CH2:48][N:47]([C:8]([C:7]5[C:2]([CH3:1])=[N:3][CH:4]=[CH:5][CH:6]=5)=[O:10])[CH2:46][CH2:45]4)=[N:43][C:37]=3[CH2:36][CH2:35]2)[CH2:31][CH2:32][CH2:33]1. The catalyst class is: 405. (2) Reactant: [CH3:1][O:2][CH2:3][CH2:4][O:5][C:6]1[C:11]([O:12][CH2:13][CH2:14][O:15][CH3:16])=[CH:10][CH:9]=[CH:8][C:7]=1[C:17]1[C:18]([CH3:23])=[N:19][NH:20][C:21]=1[NH2:22].[OH:24][C:25]1[CH:32]=[CH:31][C:28]([CH:29]=O)=[CH:27][CH:26]=1. Product: [CH3:23][C:18]1[C:17]2[C:7]3[C:6]([O:5][CH2:4][CH2:3][O:2][CH3:1])=[C:11]([O:12][CH2:13][CH2:14][O:15][CH3:16])[CH:10]=[CH:9][C:8]=3[C:29]([C:28]3[CH:31]=[CH:32][C:25]([OH:24])=[CH:26][CH:27]=3)=[N:22][C:21]=2[NH:20][N:19]=1. The catalyst class is: 67. (3) Reactant: [CH:1]1([NH:4][C:5](=[O:31])[C:6]2[CH:11]=[CH:10][C:9]([CH3:12])=[C:8]([N:13]3[CH:18]=[CH:17][N:16]=[C:15]([NH:19][C:20]([C:23]4[CH:28]=[CH:27][CH:26]=[CH:25][C:24]=4[OH:29])([CH3:22])[CH3:21])[C:14]3=[O:30])[CH:7]=2)[CH2:3][CH2:2]1.C(=O)([O-])[O-].[K+].[K+].Br[CH2:39][CH:40]1[CH2:45][CH2:44][N:43](C(OC(C)(C)C)=O)[CH2:42][CH2:41]1. Product: [CH:1]1([NH:4][C:5](=[O:31])[C:6]2[CH:11]=[CH:10][C:9]([CH3:12])=[C:8]([N:13]3[CH:18]=[CH:17][N:16]=[C:15]([NH:19][C:20]([CH3:22])([C:23]4[CH:28]=[CH:27][CH:26]=[CH:25][C:24]=4[O:29][CH2:39][CH:40]4[CH2:45][CH2:44][NH:43][CH2:42][CH2:41]4)[CH3:21])[C:14]3=[O:30])[CH:7]=2)[CH2:3][CH2:2]1. The catalyst class is: 10.